From a dataset of Peptide-MHC class I binding affinity with 185,985 pairs from IEDB/IMGT. Regression. Given a peptide amino acid sequence and an MHC pseudo amino acid sequence, predict their binding affinity value. This is MHC class I binding data. The peptide sequence is FSNCRTLL. The MHC is Mamu-A01 with pseudo-sequence Mamu-A01. The binding affinity (normalized) is 0.465.